Dataset: Catalyst prediction with 721,799 reactions and 888 catalyst types from USPTO. Task: Predict which catalyst facilitates the given reaction. (1) The catalyst class is: 4. Reactant: C(Cl)(=O)C(Cl)=O.[CH2:7]([CH:14]1[CH2:18][NH:17][C:16]([C:19]2[S:23][C:22]([N:24]3[CH2:28][CH2:27][N:26]([CH2:29][C:30]4[CH:35]=[CH:34][C:33]([F:36])=[CH:32][CH:31]=4)[C:25]3=[O:37])=[CH:21][C:20]=2[CH3:38])=[N:15]1)[C:8]1[CH:13]=[CH:12][CH:11]=[CH:10][CH:9]=1.C(N(CC)CC)C. Product: [CH2:7]([C:14]1[N:15]=[C:16]([C:19]2[S:23][C:22]([N:24]3[CH2:28][CH2:27][N:26]([CH2:29][C:30]4[CH:31]=[CH:32][C:33]([F:36])=[CH:34][CH:35]=4)[C:25]3=[O:37])=[CH:21][C:20]=2[CH3:38])[NH:17][CH:18]=1)[C:8]1[CH:13]=[CH:12][CH:11]=[CH:10][CH:9]=1. (2) Reactant: [OH:1][C:2]1[CH:7]=[CH:6][CH:5]=[CH:4][C:3]=1[C:8]1[N:12]=[C:11]([C:13]2[CH:18]=[CH:17][CH:16]=[CH:15][C:14]=2[OH:19])[N:10]([CH2:20][C:21]([O:23]CC)=O)[N:9]=1.[CH3:26][N:27]1[CH2:32][CH2:31][N:30]([CH2:33][CH2:34][NH2:35])[CH2:29][CH2:28]1. Product: [OH:1][C:2]1[CH:7]=[CH:6][CH:5]=[CH:4][C:3]=1[C:8]1[N:12]=[C:11]([C:13]2[CH:18]=[CH:17][CH:16]=[CH:15][C:14]=2[OH:19])[N:10]([CH2:20][C:21]([NH:35][CH2:34][CH2:33][N:30]2[CH2:31][CH2:32][N:27]([CH3:26])[CH2:28][CH2:29]2)=[O:23])[N:9]=1. The catalyst class is: 8. (3) Reactant: C([O:8][C:9]1[CH:10]=[C:11]([N:16]2[CH:20]=[CH:19][CH:18]=[N:17]2)[CH:12]=[CH:13][C:14]=1[F:15])C1C=CC=CC=1. Product: [F:15][C:14]1[CH:13]=[CH:12][C:11]([N:16]2[CH:20]=[CH:19][CH:18]=[N:17]2)=[CH:10][C:9]=1[OH:8]. The catalyst class is: 19. (4) The catalyst class is: 457. Reactant: [F:1][C:2]1[CH:29]=[C:28]([N+:30]([O-])=O)[CH:27]=[CH:26][C:3]=1[O:4][C:5]1[CH:10]=[CH:9][N:8]=[C:7]([NH:11][C:12]([N:14]2[CH2:19][CH2:18][CH:17]([CH2:20][N:21]3[CH2:25][CH2:24][CH2:23][CH2:22]3)[CH2:16][CH2:15]2)=[O:13])[CH:6]=1.CO. Product: [NH2:30][C:28]1[CH:27]=[CH:26][C:3]([O:4][C:5]2[CH:10]=[CH:9][N:8]=[C:7]([NH:11][C:12]([N:14]3[CH2:19][CH2:18][CH:17]([CH2:20][N:21]4[CH2:22][CH2:23][CH2:24][CH2:25]4)[CH2:16][CH2:15]3)=[O:13])[CH:6]=2)=[C:2]([F:1])[CH:29]=1. (5) Reactant: O=[C:2]([C:9]1[CH:14]=[CH:13][CH:12]=[CH:11][N:10]=1)[CH2:3][C:4](OCC)=[O:5].[CH3:15][NH:16][NH2:17]. Product: [CH3:15][N:16]1[C:4]([OH:5])=[CH:3][C:2]([C:9]2[CH:14]=[CH:13][CH:12]=[CH:11][N:10]=2)=[N:17]1. The catalyst class is: 14. (6) Reactant: Cl.[Cl:2][C:3]1[CH:4]=[C:5]([C:9]2[O:10][C:11]3[CH2:16][CH2:15][NH:14][CH2:13][C:12]=3[N:17]=2)[CH:6]=[CH:7][CH:8]=1.Br.Br[CH2:20][C:21]1[CH:26]=[CH:25][CH:24]=[CH:23][N:22]=1.CCN(C(C)C)C(C)C. Product: [Cl:2][C:3]1[CH:4]=[C:5]([C:9]2[O:10][C:11]3[CH2:16][CH2:15][N:14]([CH2:20][C:21]4[CH:26]=[CH:25][CH:24]=[CH:23][N:22]=4)[CH2:13][C:12]=3[N:17]=2)[CH:6]=[CH:7][CH:8]=1. The catalyst class is: 3. (7) Reactant: [Cl:1][C:2]1[C:11]2[C:6](=[CH:7][CH:8]=[CH:9][CH:10]=2)[N:5]=[CH:4][C:3]=1[CH:12]=[O:13].[BH4-].[Na+].[Cl-].[NH4+]. Product: [Cl:1][C:2]1[C:11]2[C:6](=[CH:7][CH:8]=[CH:9][CH:10]=2)[N:5]=[CH:4][C:3]=1[CH2:12][OH:13]. The catalyst class is: 5.